Dataset: Catalyst prediction with 721,799 reactions and 888 catalyst types from USPTO. Task: Predict which catalyst facilitates the given reaction. Reactant: CCN(C(C)C)C(C)C.[O:10]=[C:11]1[CH2:15][CH2:14][CH2:13][N:12]1[C:16]1[CH:24]=[CH:23][C:19]([C:20]([OH:22])=O)=[CH:18][CH:17]=1.C1C=CC2N(O)N=NC=2C=1.CCN=C=NCCCN(C)C.Cl.[NH2:47][CH2:48][C:49]([N:51]1[CH2:56][CH2:55][CH:54]([O:57][C:58]2[CH:63]=[CH:62][CH:61]=[C:60]([C:64]([F:67])([F:66])[F:65])[CH:59]=2)[CH2:53][CH2:52]1)=[O:50]. Product: [O:10]=[C:11]1[CH2:15][CH2:14][CH2:13][N:12]1[C:16]1[CH:17]=[CH:18][C:19]([C:20]([NH:47][CH2:48][C:49](=[O:50])[N:51]2[CH2:52][CH2:53][CH:54]([O:57][C:58]3[CH:63]=[CH:62][CH:61]=[C:60]([C:64]([F:65])([F:66])[F:67])[CH:59]=3)[CH2:55][CH2:56]2)=[O:22])=[CH:23][CH:24]=1. The catalyst class is: 18.